Dataset: Reaction yield outcomes from USPTO patents with 853,638 reactions. Task: Predict the reaction yield, written as a fraction of the theoretical maximum amount of product (1.0 means a 100% yield; for example, 0.34 means a 34% yield). (1) The reactants are [N+:1]([C:4]1[CH:8]=[CH:7][N:6]([CH2:9][C:10]#[C:11][CH2:12][N:13]2[C:21](=[O:22])C3C(=CC=CC=3)C2=O)[N:5]=1)([O-:3])=[O:2].O.NN.C(=O)(O)[O-].[Na+].C(OC([O:34][C:35]([CH3:38])([CH3:37])[CH3:36])=O)([O:34][C:35]([CH3:38])([CH3:37])[CH3:36])=O. The catalyst is C(O)C.O1CCCC1. The product is [C:35]([O:34][C:21](=[O:22])[NH:13][CH2:12][C:11]#[C:10][CH2:9][N:6]1[CH:7]=[CH:8][C:4]([N+:1]([O-:3])=[O:2])=[N:5]1)([CH3:38])([CH3:37])[CH3:36]. The yield is 0.470. (2) The reactants are [C:1]([O:5][C:6]([N:8]1[CH2:15][CH2:14][CH2:13][C@H:9]1[C:10]([OH:12])=O)=[O:7])([CH3:4])([CH3:3])[CH3:2].CCN=C=NCCCN(C)C.C1C=CC2N(O)N=NC=2C=1.C(N(CC)CC)C.[NH:44]1[CH2:48][CH2:47][C@@H:46]([OH:49])[CH2:45]1. The catalyst is CN(C=O)C. The product is [C:1]([O:5][C:6]([N:8]1[CH2:15][CH2:14][CH2:13][C@H:9]1[C:10]([N:44]1[CH2:48][CH2:47][C@@H:46]([OH:49])[CH2:45]1)=[O:12])=[O:7])([CH3:2])([CH3:3])[CH3:4]. The yield is 0.830. (3) The reactants are [CH3:1][N:2]1[C:6]2=[C:7]3[CH:13]=[C:12]([C:14]4[CH:15]=[C:16]([CH2:20][C:21]([NH:23][CH2:24][CH2:25][N:26]5[CH2:31][CH2:30][N:29]([CH3:32])[CH2:28][CH2:27]5)=[O:22])[CH:17]=[CH:18][CH:19]=4)[N:11](S(C4C=CC(C)=CC=4)(=O)=O)[C:8]3=[N:9][CH:10]=[C:5]2[CH:4]=[N:3]1.[OH-].[Na+]. The catalyst is CO. The product is [CH3:1][N:2]1[C:6]2=[C:7]3[CH:13]=[C:12]([C:14]4[CH:15]=[C:16]([CH2:20][C:21]([NH:23][CH2:24][CH2:25][N:26]5[CH2:31][CH2:30][N:29]([CH3:32])[CH2:28][CH2:27]5)=[O:22])[CH:17]=[CH:18][CH:19]=4)[NH:11][C:8]3=[N:9][CH:10]=[C:5]2[CH:4]=[N:3]1. The yield is 0.190. (4) The reactants are P(=O)([O-])OC([CH2:12][C:13]1[CH:18]=[CH:17][CH:16]=[CH:15][CH:14]=1)([CH2:12][C:13]1[CH:18]=[CH:17][CH:16]=[CH:15][CH:14]=1)O.N1[C:26]([CH3:27])=[CH:25][CH:24]=[CH:23][C:22]=1[CH3:28].FC(F)(F)S(OS(C(F)(F)F)(=O)=O)(=O)=[O:32]. The catalyst is C(Cl)Cl. The product is [CH2:28]([O:32][CH2:12][C:13]1[CH:14]=[CH:15][CH:16]=[CH:17][CH:18]=1)[C:22]1[CH:27]=[CH:26][CH:25]=[CH:24][CH:23]=1. The yield is 0.800. (5) The reactants are [C:1]([O:5][C:6]([C:8]1[CH:31]=[CH:30][C:11]([O:12][C:13]2[C:22]([Cl:23])=[C:21]3[C:16]([CH:17]([C:24]([O:26][CH2:27][CH3:28])=[O:25])[CH2:18][CH2:19][O:20]3)=[CH:15][C:14]=2[Cl:29])=[C:10]([N+:32]([O-])=O)[CH:9]=1)=[O:7])([CH3:4])([CH3:3])[CH3:2].C1COCC1.[NH4+].[Cl-]. The catalyst is CCOC(C)=O.[Zn]. The product is [NH2:32][C:10]1[CH:9]=[C:8]([C:6]([O:5][C:1]([CH3:2])([CH3:4])[CH3:3])=[O:7])[CH:31]=[CH:30][C:11]=1[O:12][C:13]1[C:22]([Cl:23])=[C:21]2[C:16]([CH:17]([C:24]([O:26][CH2:27][CH3:28])=[O:25])[CH2:18][CH2:19][O:20]2)=[CH:15][C:14]=1[Cl:29]. The yield is 0.790. (6) The reactants are [N+:1]([C:4]1[CH:5]=[C:6]([CH:11]=[C:12]([C:14]([F:17])([F:16])[F:15])[CH:13]=1)[C:7]([O:9][CH3:10])=[O:8])([O-])=O.O.O.[Sn](Cl)Cl.O. The catalyst is CO. The product is [NH2:1][C:4]1[CH:5]=[C:6]([CH:11]=[C:12]([C:14]([F:15])([F:16])[F:17])[CH:13]=1)[C:7]([O:9][CH3:10])=[O:8]. The yield is 0.980. (7) The reactants are [CH2:1]([N:7]([CH3:45])[C:8]([C@@H:10]1[CH2:14][C@H:13]([O:15][C:16]2[C:25]3[C:20](=[C:21]([CH3:28])[C:22]([O:26][CH3:27])=[CH:23][CH:24]=3)[N:19]=[C:18]([C:29]3[S:30][CH:31]=[C:32]([C:34]([F:37])([F:36])[F:35])[N:33]=3)[CH:17]=2)[CH2:12][N:11]1C(OC(C)(C)C)=O)=[O:9])[CH2:2][CH2:3][CH2:4][CH:5]=[CH2:6].C(Cl)(=O)C. The catalyst is CO. The product is [CH2:1]([N:7]([CH3:45])[C:8]([C@@H:10]1[CH2:14][C@H:13]([O:15][C:16]2[C:25]3[C:20](=[C:21]([CH3:28])[C:22]([O:26][CH3:27])=[CH:23][CH:24]=3)[N:19]=[C:18]([C:29]3[S:30][CH:31]=[C:32]([C:34]([F:35])([F:36])[F:37])[N:33]=3)[CH:17]=2)[CH2:12][NH:11]1)=[O:9])[CH2:2][CH2:3][CH2:4][CH:5]=[CH2:6]. The yield is 1.00. (8) The reactants are [I-].[CH3:2][C:3]1[CH:8]=[C:7]([N+:9]([O-:11])=[O:10])[C:6]([O:12][CH3:13])=[CH:5][C:4]=1[C:14]1[CH:19]=[CH:18][N+:17]([CH2:20][CH2:21][CH3:22])=[CH:16][CH:15]=1.[BH4-].[Na+]. The catalyst is CO.CCOC(C)=O. The product is [CH3:2][C:3]1[CH:8]=[C:7]([N+:9]([O-:11])=[O:10])[C:6]([O:12][CH3:13])=[CH:5][C:4]=1[C:14]1[CH2:19][CH2:18][N:17]([CH2:20][CH2:21][CH3:22])[CH2:16][CH:15]=1. The yield is 0.960. (9) The reactants are CS(O[CH:6]([C:9]1[CH:14]=[CH:13][C:12]([C:15]2[CH:20]=[CH:19][CH:18]=[CH:17][C:16]=2[C:21]#[N:22])=[CH:11][N:10]=1)[CH2:7][CH3:8])(=O)=O.C(N(CC)CC)C.[NH:30]1[CH:34]=[CH:33][N:32]=[CH:31]1. The catalyst is C(Cl)Cl.O. The product is [N:30]1([CH:6]([C:9]2[N:10]=[CH:11][C:12]([C:15]3[CH:20]=[CH:19][CH:18]=[CH:17][C:16]=3[C:21]#[N:22])=[CH:13][CH:14]=2)[CH2:7][CH3:8])[CH:34]=[CH:33][N:32]=[CH:31]1. The yield is 0.240.